This data is from Full USPTO retrosynthesis dataset with 1.9M reactions from patents (1976-2016). The task is: Predict the reactants needed to synthesize the given product. (1) The reactants are: Cl[C:2]1[N:7]=[C:6]([C:8]([NH:10][C@@H:11]([C:16]2[CH:21]=[CH:20][C:19]([O:22][C:23]([F:26])([F:25])[F:24])=[C:18]([F:27])[CH:17]=2)[C:12]([OH:15])([CH3:14])[CH3:13])=[O:9])[CH:5]=[N:4][CH:3]=1.[CH3:28][N:29]1[CH:33]=[C:32](B2OC(C)(C)C(C)(C)O2)[CH:31]=[N:30]1.C(=O)([O-])[O-].[K+].[K+].COCCOC. Given the product [F:27][C:18]1[CH:17]=[C:16]([C@H:11]([NH:10][C:8]([C:6]2[CH:5]=[N:4][CH:3]=[C:2]([C:32]3[CH:31]=[N:30][N:29]([CH3:28])[CH:33]=3)[N:7]=2)=[O:9])[C:12]([OH:15])([CH3:14])[CH3:13])[CH:21]=[CH:20][C:19]=1[O:22][C:23]([F:26])([F:25])[F:24], predict the reactants needed to synthesize it. (2) Given the product [O:41]1[CH2:44][C:43](=[CH:4][C:3]([C:24]2[CH:25]=[CH:26][C:27]([O:30][C:31]([F:32])([F:33])[F:34])=[CH:28][CH:29]=2)=[O:2])[CH2:42]1, predict the reactants needed to synthesize it. The reactants are: [Br-].[O:2]=[C:3]([C:24]1[CH:29]=[CH:28][C:27]([O:30][C:31]([F:34])([F:33])[F:32])=[CH:26][CH:25]=1)[CH2:4][P+](C1C=CC=CC=1)(C1C=CC=CC=1)C1C=CC=CC=1.CC(C)([O-])C.[K+].[O:41]1[CH2:44][C:43](=O)[CH2:42]1. (3) Given the product [C:27]([O:31][C:32](=[O:35])[CH2:33][CH2:34][O:20][CH2:19][CH2:18][CH2:17][O:16][C:13]1[CH:14]=[CH:15][C:10]2[N:9]=[C:8]([C:21]3[CH:22]=[CH:23][CH:24]=[CH:25][CH:26]=3)[N:7]([C:1]3[CH:6]=[CH:5][CH:4]=[CH:3][CH:2]=3)[C:11]=2[CH:12]=1)([CH3:30])([CH3:29])[CH3:28], predict the reactants needed to synthesize it. The reactants are: [C:1]1([N:7]2[C:11]3[CH:12]=[C:13]([O:16][CH2:17][CH2:18][CH2:19][OH:20])[CH:14]=[CH:15][C:10]=3[N:9]=[C:8]2[C:21]2[CH:26]=[CH:25][CH:24]=[CH:23][CH:22]=2)[CH:6]=[CH:5][CH:4]=[CH:3][CH:2]=1.[C:27]([O:31][C:32](=[O:35])[CH:33]=[CH2:34])([CH3:30])([CH3:29])[CH3:28].[OH-].[Na+]. (4) Given the product [C:26]([O:30][C:31]([NH:33][C:34]1[O:42][C:41]2[C:36](=[N:37][CH:38]=[C:39]([C:43]3[CH:44]=[N:45][N:46]([CH3:48])[CH:47]=3)[CH:40]=2)[C:35]=1[C:49]([NH:1][C:2]1[CH:3]=[N:4][CH:5]=[CH:6][C:7]=1[N:8]1[CH2:13][C@H:12]([C:14]([F:16])([F:15])[F:17])[CH2:11][C@H:10]([NH:18][C:19](=[O:25])[O:20][C:21]([CH3:22])([CH3:24])[CH3:23])[CH2:9]1)=[O:50])=[O:32])([CH3:29])([CH3:27])[CH3:28], predict the reactants needed to synthesize it. The reactants are: [NH2:1][C:2]1[CH:3]=[N:4][CH:5]=[CH:6][C:7]=1[N:8]1[CH2:13][C@H:12]([C:14]([F:17])([F:16])[F:15])[CH2:11][C@H:10]([NH:18][C:19](=[O:25])[O:20][C:21]([CH3:24])([CH3:23])[CH3:22])[CH2:9]1.[C:26]([O:30][C:31]([NH:33][C:34]1[O:42][C:41]2[C:36](=[N:37][CH:38]=[C:39]([C:43]3[CH:44]=[N:45][N:46]([CH3:48])[CH:47]=3)[CH:40]=2)[C:35]=1[C:49](O)=[O:50])=[O:32])([CH3:29])([CH3:28])[CH3:27].CCN(C(C)C)C(C)C.CN(C(ON1N=NC2C=CC=NC1=2)=[N+](C)C)C.F[P-](F)(F)(F)(F)F. (5) The reactants are: [C:1](Cl)(=[O:10])[CH2:2][CH2:3][CH2:4][CH2:5][CH2:6][CH2:7][CH2:8][CH3:9].[NH2:12][C:13]1[CH:18]=[CH:17][C:16]([C:19](=[O:26])[CH2:20][CH2:21][C:22]([O:24]C)=[O:23])=[CH:15][CH:14]=1. Given the product [C:1]([NH:12][C:13]1[CH:14]=[CH:15][C:16]([C:19](=[O:26])[CH2:20][CH2:21][C:22]([OH:24])=[O:23])=[CH:17][CH:18]=1)(=[O:10])[CH2:2][CH2:3][CH2:4][CH2:5][CH2:6][CH2:7][CH2:8][CH3:9], predict the reactants needed to synthesize it. (6) Given the product [Cl:9][C:6]1[CH:5]=[CH:4][C:3]2[N:10]=[C:11]([C@@H:13]3[CH2:17][C@H:16]([O:18][CH3:19])[CH2:15][N:14]3[C:20]([O:22][C:23]([CH3:26])([CH3:25])[CH3:24])=[O:21])[NH:1][C:2]=2[C:7]=1[CH3:8], predict the reactants needed to synthesize it. The reactants are: [NH2:1][C:2]1[C:7]([CH3:8])=[C:6]([Cl:9])[CH:5]=[CH:4][C:3]=1[NH:10][C:11]([C@@H:13]1[CH2:17][C@H:16]([O:18][CH3:19])[CH2:15][N:14]1[C:20]([O:22][C:23]([CH3:26])([CH3:25])[CH3:24])=[O:21])=O.CC(O)=O. (7) The reactants are: [C:1]([NH:4][C:5]([CH2:16][CH2:17][C:18]1[CH:23]=[CH:22][C:21]([O:24]C2C=CC(C(=O)COC(=O)C)=CC=2)=[CH:20][CH:19]=1)([C:11]([O:13][CH2:14][CH3:15])=[O:12])[C:6]([O:8][CH2:9][CH3:10])=[O:7])(=[O:3])[CH3:2].[C:38]([NH2:41])(=[O:40])[CH3:39].B(F)(F)F.[CH3:46]COCC.[C:51]1(C)[C:52]([CH3:57])=[CH:53][CH:54]=[CH:55][CH:56]=1. Given the product [C:1]([NH:4][C:5]([CH2:16][CH2:17][C:18]1[CH:23]=[CH:22][C:21]([O:24][C:55]2[CH:56]=[CH:51][C:52]([C:57]3[N:41]=[C:38]([CH3:39])[O:40][CH:46]=3)=[CH:53][CH:54]=2)=[CH:20][CH:19]=1)([C:11]([O:13][CH2:14][CH3:15])=[O:12])[C:6]([O:8][CH2:9][CH3:10])=[O:7])(=[O:3])[CH3:2], predict the reactants needed to synthesize it. (8) The reactants are: Br[C:2]1[CH:14]=[CH:13][C:12]2[C:11]3[C:6](=[CH:7][C:8]([Br:15])=[CH:9][CH:10]=3)[C:5]([F:17])([F:16])[C:4]=2[CH:3]=1.C([Sn](CCCC)(CCCC)[C:23]([O:25]CC)=[CH2:24])CCC.C1C(=O)N(Br)C(=O)C1.[N:44]1([C:52]([O:54][C:55]([CH3:58])([CH3:57])[CH3:56])=[O:53])[CH2:51][CH2:50][CH2:49][C@H:45]1[C:46]([OH:48])=[O:47].CCN(C(C)C)C(C)C. Given the product [C:55]([O:54][C:52]([N:44]1[CH2:51][CH2:50][CH2:49][CH:45]1[C:46]([O:48][CH2:24][C:23]([C:2]1[CH:14]=[CH:13][C:12]2[C:11]3[C:6](=[CH:7][C:8]([Br:15])=[CH:9][CH:10]=3)[C:5]([F:17])([F:16])[C:4]=2[CH:3]=1)=[O:25])=[O:47])=[O:53])([CH3:58])([CH3:57])[CH3:56], predict the reactants needed to synthesize it. (9) Given the product [Br:1][C:2]1[CH:8]=[CH:7][C:5]([NH:6][C:35](=[O:36])[C:34]2[CH:39]=[CH:40][C:31]([C@H:28]3[O:27][CH2:26][C@H:25]([S:24][C@H:22]([CH3:23])[C@:21]([C:15]4[CH:16]=[CH:17][C:18]([F:20])=[CH:19][C:14]=4[F:13])([OH:47])[CH2:41][N:42]4[CH:46]=[N:45][CH:44]=[N:43]4)[CH2:30][O:29]3)=[CH:32][CH:33]=2)=[CH:4][CH:3]=1, predict the reactants needed to synthesize it. The reactants are: [Br:1][C:2]1[CH:8]=[CH:7][C:5]([NH2:6])=[CH:4][CH:3]=1.C[Al](C)C.[F:13][C:14]1[CH:19]=[C:18]([F:20])[CH:17]=[CH:16][C:15]=1[C@@:21]([OH:47])([CH2:41][N:42]1[CH:46]=[N:45][CH:44]=[N:43]1)[C@H:22]([S:24][C@@H:25]1[CH2:30][O:29][C@@H:28]([C:31]2[CH:40]=[CH:39][C:34]([C:35](OC)=[O:36])=[CH:33][CH:32]=2)[O:27][CH2:26]1)[CH3:23].